Predict the product of the given reaction. From a dataset of Forward reaction prediction with 1.9M reactions from USPTO patents (1976-2016). (1) Given the reactants [CH3:1][C:2]([OH:11])([CH2:6][CH2:7][CH2:8][CH2:9][CH3:10])[CH2:3][CH2:4]O.[OH-].[Na+].S(Cl)(C1C=CC(C)=CC=1)(=O)=O.[C:25]1([N:31]2[C:35]([SH:36])=[N:34][N:33]=[N:32]2)[CH:30]=[CH:29][CH:28]=[CH:27][CH:26]=1, predict the reaction product. The product is: [CH3:1][C:2]([OH:11])([CH2:6][CH2:7][CH2:8][CH2:9][CH3:10])[CH2:3][CH2:4][S:36][C:35]1[N:31]([C:25]2[CH:30]=[CH:29][CH:28]=[CH:27][CH:26]=2)[N:32]=[N:33][N:34]=1. (2) Given the reactants [NH2:1][CH2:2][CH2:3][C:4]1[C:12]2[C:7](=CC=CC=2)[NH:6]C=1.C1C=CC2N([OH:22])N=NC=2C=1.C1CCC(N=C=NC2CCCCC2)CC1.CN([CH:41]=[O:42])C, predict the reaction product. The product is: [NH2:1][C@H:2]([C:41]([OH:42])=[O:22])[CH2:3][CH2:4][CH2:12][CH2:7][NH2:6]. (3) Given the reactants [C:1](Cl)(=O)C.[Cl:5][C:6]1[CH:14]=[C:13]([CH3:15])[C:12]([N+:16]([O-:18])=[O:17])=[CH:11][C:7]=1[C:8]([OH:10])=[O:9], predict the reaction product. The product is: [Cl:5][C:6]1[CH:14]=[C:13]([CH3:15])[C:12]([N+:16]([O-:18])=[O:17])=[CH:11][C:7]=1[C:8]([O:10][CH3:1])=[O:9]. (4) Given the reactants N1C=CN=C1.[C:6]([Si:10](Cl)([C:17]1[CH:22]=[CH:21][CH:20]=[CH:19][CH:18]=1)[C:11]1[CH:16]=[CH:15][CH:14]=[CH:13][CH:12]=1)([CH3:9])([CH3:8])[CH3:7].[O:24]1[C:29]([CH2:30][OH:31])=[CH:28][CH2:27][CH2:26][CH2:25]1, predict the reaction product. The product is: [C:6]([Si:10]([O:31][CH2:30][C:29]1[O:24][CH2:25][CH2:26][CH2:27][CH:28]=1)([C:17]1[CH:22]=[CH:21][CH:20]=[CH:19][CH:18]=1)[C:11]1[CH:16]=[CH:15][CH:14]=[CH:13][CH:12]=1)([CH3:9])([CH3:8])[CH3:7]. (5) Given the reactants [Br:1][C:2]1[CH:3]=[C:4]2[C:9](=[CH:10][CH:11]=1)[N:8]=[CH:7][C:6]([C:12]([O:14]CC)=[O:13])=[C:5]2[OH:17].[OH-].[Na+], predict the reaction product. The product is: [Br:1][C:2]1[CH:3]=[C:4]2[C:9](=[CH:10][CH:11]=1)[N:8]=[CH:7][C:6]([C:12]([OH:14])=[O:13])=[C:5]2[OH:17].